From a dataset of Catalyst prediction with 721,799 reactions and 888 catalyst types from USPTO. Predict which catalyst facilitates the given reaction. (1) Reactant: [S:1]1[CH:5]=[C:4]([CH:6]([NH:10][C:11]2[CH:16]=[CH:15][CH:14]=[C:13]([F:17])[CH:12]=2)[C:7]([OH:9])=[O:8])[C:3]2[CH:18]=[CH:19][CH:20]=[CH:21][C:2]1=2.[N:22]12[CH2:29][CH2:28][CH:25]([CH2:26][CH2:27]1)[C@@H:24](O)[CH2:23]2.C1C=CC2N(O)N=NC=2C=1.C1CCC(N=C=NC2CCCCC2)CC1. Product: [S:1]1[CH:5]=[C:4]([CH:6]([NH:10][C:11]2[CH:16]=[CH:15][CH:14]=[C:13]([F:17])[CH:12]=2)[C:7]([O:9][C@@H:24]2[CH:25]3[CH2:28][CH2:29][N:22]([CH2:27][CH2:26]3)[CH2:23]2)=[O:8])[C:3]2[CH:18]=[CH:19][CH:20]=[CH:21][C:2]1=2. The catalyst class is: 1. (2) Reactant: [C:1]([O:5][C:6](=[O:14])[NH:7][C@@H:8]([CH3:13])[C:9]([NH:11][CH3:12])=O)([CH3:4])([CH3:3])[CH3:2].Cl.O.[OH-].[K+]. Product: [C:1]([O:5][C:6](=[O:14])[NH:7][C@@H:8]([CH3:13])[CH2:9][NH:11][CH3:12])([CH3:4])([CH3:3])[CH3:2]. The catalyst class is: 7. (3) Reactant: [CH2:1]([O:8][C:9]1[CH:10]=[C:11]([CH:15]=[C:16]([N+:26]([O-:28])=[O:27])[C:17]=1[O:18][CH2:19][C:20]1[CH:25]=[CH:24][CH:23]=[CH:22][CH:21]=1)[C:12](O)=[O:13])[C:2]1[CH:7]=[CH:6][CH:5]=[CH:4][CH:3]=1.O[N:30]=[C:31]([C:33]1[CH:38]=[CH:37][N:36]=[CH:35][CH:34]=1)[NH2:32]. Product: [CH2:1]([O:8][C:9]1[CH:10]=[C:11]([C:12]2[O:13][N:32]=[C:31]([C:33]3[CH:38]=[CH:37][N:36]=[CH:35][CH:34]=3)[N:30]=2)[CH:15]=[C:16]([N+:26]([O-:28])=[O:27])[C:17]=1[O:18][CH2:19][C:20]1[CH:25]=[CH:24][CH:23]=[CH:22][CH:21]=1)[C:2]1[CH:3]=[CH:4][CH:5]=[CH:6][CH:7]=1. The catalyst class is: 9. (4) Reactant: [CH3:1][N:2]([CH3:39])[C:3]([C:5]1[CH:10]=[CH:9][C:8]([NH:11][C:12]2[C:13]3[C:20]([F:21])=[CH:19][N:18]([CH:22]4[CH2:27][CH2:26][N:25]([C:28]5[N:33]=[CH:32][C:31]([C:34]([O:36]C)=[O:35])=[CH:30][N:29]=5)[CH2:24][CH2:23]4)[C:14]=3[N:15]=[CH:16][N:17]=2)=[C:7]([F:38])[CH:6]=1)=[O:4].O1CCCC1.[OH-].[Na+].O.Cl. Product: [CH3:1][N:2]([CH3:39])[C:3]([C:5]1[CH:10]=[CH:9][C:8]([NH:11][C:12]2[C:13]3[C:20]([F:21])=[CH:19][N:18]([CH:22]4[CH2:27][CH2:26][N:25]([C:28]5[N:29]=[CH:30][C:31]([C:34]([OH:36])=[O:35])=[CH:32][N:33]=5)[CH2:24][CH2:23]4)[C:14]=3[N:15]=[CH:16][N:17]=2)=[C:7]([F:38])[CH:6]=1)=[O:4]. The catalyst class is: 5. (5) Reactant: [NH:1]1[CH2:5][CH2:4][CH2:3][CH2:2]1.[CH3:6][O:7][C:8]([C:10]1[CH:11]=[C:12]([CH3:32])[C:13]2[O:19][C:18]3[C:20]([Cl:28])=[CH:21][C:22]([NH:24][CH2:25][CH2:26]Cl)=[CH:23][C:17]=3[CH2:16][S:15](=[O:30])(=[O:29])[C:14]=2[CH:31]=1)=[O:9]. Product: [CH3:6][O:7][C:8]([C:10]1[CH:11]=[C:12]([CH3:32])[C:13]2[O:19][C:18]3[C:20]([Cl:28])=[CH:21][C:22]([NH:24][CH2:25][CH2:26][N:1]4[CH2:5][CH2:4][CH2:3][CH2:2]4)=[CH:23][C:17]=3[CH2:16][S:15](=[O:29])(=[O:30])[C:14]=2[CH:31]=1)=[O:9]. The catalyst class is: 3. (6) Reactant: FC(F)(F)C(O)=O.[C:8]1([C:27]2[CH:32]=[CH:31][CH:30]=[CH:29][CH:28]=2)[CH:13]=[CH:12][C:11]([NH:14][C:15]2[CH:20]=[N:19][CH:18]=[C:17]3[S:21][C:22]([C:24](O)=[O:25])=[CH:23][C:16]=23)=[CH:10][CH:9]=1.C(Cl)(=O)C(Cl)=O.Cl.[C:40]([O:44][NH2:45])([CH3:43])([CH3:42])[CH3:41].C(N(C(C)C)CCO)(C)C. Product: [C:40]([O:44][NH:45][C:24]([C:22]1[S:21][C:17]2=[CH:18][N:19]=[CH:20][C:15]([NH:14][C:11]3[CH:10]=[CH:9][C:8]([C:27]4[CH:32]=[CH:31][CH:30]=[CH:29][CH:28]=4)=[CH:13][CH:12]=3)=[C:16]2[CH:23]=1)=[O:25])([CH3:43])([CH3:42])[CH3:41]. The catalyst class is: 59.